From a dataset of Catalyst prediction with 721,799 reactions and 888 catalyst types from USPTO. Predict which catalyst facilitates the given reaction. (1) The catalyst class is: 4. Product: [CH2:23]([N:25]([CH2:26][CH3:27])[C:5](=[O:7])[C:4]1[CH:8]=[CH:9][C:10]([F:11])=[C:2]([F:1])[CH:3]=1)[CH3:24]. Reactant: [F:1][C:2]1[CH:3]=[C:4]([CH:8]=[CH:9][C:10]=1[F:11])[C:5]([OH:7])=O.CN(C=O)C.C(Cl)(=O)C(Cl)=O.[CH2:23]([NH:25][CH2:26][CH3:27])[CH3:24]. (2) Product: [CH3:7][S:8][C:9]1[N:14]=[C:13]([NH:15][CH2:16][C:17]2[CH:22]=[CH:21][C:20]([O:23][CH3:24])=[C:19]([Cl:25])[CH:18]=2)[C:12]([CH2:26][OH:27])=[CH:11][N:10]=1. The catalyst class is: 30. Reactant: [H-].[Al+3].[Li+].[H-].[H-].[H-].[CH3:7][S:8][C:9]1[N:14]=[C:13]([NH:15][CH2:16][C:17]2[CH:22]=[CH:21][C:20]([O:23][CH3:24])=[C:19]([Cl:25])[CH:18]=2)[C:12]([C:26](OCC)=[O:27])=[CH:11][N:10]=1.[OH-].[Na+].S([O-])([O-])(=O)=O.[Mg+2]. (3) Reactant: [OH:1][CH2:2][CH:3]([CH2:6][OH:7])[CH2:4][OH:5].C1C=CC=CC=1.C[C:15]1(C)[C:19]2(CS(O)(=O)=O)[C:20]([CH2:22][CH:16]1[CH2:17][CH2:18]2)=O.C(N(CC)CC)C. Product: [C:16]1([CH:15]2[O:5][CH2:4][CH:3]([CH2:6][OH:7])[CH2:2][O:1]2)[CH:22]=[CH:20][CH:19]=[CH:18][CH:17]=1. The catalyst class is: 18. (4) Reactant: C(O)(=O)C.[NH2:5][CH:6]([C:9]1[CH:14]=[CH:13][C:12]([O:15][CH3:16])=[C:11]([O:17][CH2:18][CH3:19])[CH:10]=1)[C:7]#[N:8].C([O-])(=O)C.[Na+].[N+:25]([C:28]1[CH:38]=[CH:37][CH:36]=[C:30]2[C:31]([O:33][C:34](=O)[C:29]=12)=[O:32])([O-:27])=[O:26]. Product: [N+:25]([C:28]1[CH:38]=[CH:37][CH:36]=[C:30]2[C:29]=1[C:34](=[O:33])[N:5]([CH:6]([C:9]1[CH:14]=[CH:13][C:12]([O:15][CH3:16])=[C:11]([O:17][CH2:18][CH3:19])[CH:10]=1)[C:7]#[N:8])[C:31]2=[O:32])([O-:27])=[O:26]. The catalyst class is: 699. (5) Reactant: Cl[C:2]1[N:7]=[C:6]([O:8][C:9]2[CH:37]=[CH:36][CH:35]=[CH:34][C:10]=2[CH2:11][NH:12][C:13]([NH:15][C:16]2[N:20]([C:21]3[CH:26]=[CH:25][C:24]([CH3:27])=[C:23]([O:28][CH3:29])[CH:22]=3)[N:19]=[C:18]([C:30]([CH3:33])([CH3:32])[CH3:31])[CH:17]=2)=[O:14])[CH:5]=[CH:4][N:3]=1.[NH:38]1[CH2:43][CH2:42][O:41][CH2:40][CH2:39]1. Product: [O:41]1[CH2:42][CH2:43][N:38]([C:2]2[N:7]=[C:6]([O:8][C:9]3[CH:37]=[CH:36][CH:35]=[CH:34][C:10]=3[CH2:11][NH:12][C:13]([NH:15][C:16]3[N:20]([C:21]4[CH:26]=[CH:25][C:24]([CH3:27])=[C:23]([O:28][CH3:29])[CH:22]=4)[N:19]=[C:18]([C:30]([CH3:33])([CH3:31])[CH3:32])[CH:17]=3)=[O:14])[CH:5]=[CH:4][N:3]=2)[CH2:39][CH2:40]1. The catalyst class is: 8.